From a dataset of Reaction yield outcomes from USPTO patents with 853,638 reactions. Predict the reaction yield, written as a fraction of the theoretical maximum amount of product (1.0 means a 100% yield; for example, 0.34 means a 34% yield). (1) The yield is 0.690. The reactants are [OH:1][C:2]1[CH:9]=[CH:8][C:5]([CH:6]=[O:7])=[CH:4][C:3]=1[CH3:10].[Cl:11][C:12]1[CH:13]=[C:14]([CH:17]=[CH:18][C:19]=1[Cl:20])[CH2:15]O.C1(P(C2C=CC=CC=2)C2C=CC=CC=2)C=CC=CC=1.C1(C)C=CC=CC=1.N(C(OCC)=O)=NC(OCC)=O. The catalyst is O1CCCC1. The product is [Cl:11][C:12]1[CH:13]=[C:14]([CH:17]=[CH:18][C:19]=1[Cl:20])[CH2:15][O:1][C:2]1[CH:9]=[CH:8][C:5]([CH:6]=[O:7])=[CH:4][C:3]=1[CH3:10]. (2) The reactants are C(N(CC)C(C)C)(C)C.F[P-](F)(F)(F)(F)F.[N:17]1(OC(N(C)C)=[N+](C)C)[C:21]2N=CC=[CH:25][C:20]=2N=N1.[C:34]([C:37]1[CH:42]=[C:41]([CH2:43][S:44][C:45]2[C:50]([C:51]([NH:53][C:54]3[CH:59]=[C:58]([CH3:60])[CH:57]=[C:56]([CH3:61])[CH:55]=3)=[O:52])=[CH:49][CH:48]=[CH:47][N:46]=2)[CH:40]=[CH:39][N:38]=1)(O)=[O:35].C(N)CC. The catalyst is CN(C)C=O.C(OCC)(=O)C. The product is [CH3:60][C:58]1[CH:59]=[C:54]([NH:53][C:51]([C:50]2[C:45]([S:44][CH2:43][C:41]3[CH:40]=[CH:39][N:38]=[C:37]([C:34]([NH:17][CH2:21][CH2:20][CH3:25])=[O:35])[CH:42]=3)=[N:46][CH:47]=[CH:48][CH:49]=2)=[O:52])[CH:55]=[C:56]([CH3:61])[CH:57]=1. The yield is 0.460. (3) The reactants are [CH2:1]([O:8][C:9](=[O:25])[NH:10][C:11]1[CH:16]=[CH:15][C:14]([C:17]2[CH2:22][CH2:21][CH:20]([OH:23])[CH2:19][CH:18]=2)=[CH:13][C:12]=1[F:24])[C:2]1[CH:7]=[CH:6][CH:5]=[CH:4][CH:3]=1.CCN(CC)CC.[CH3:33][S:34](Cl)(=[O:36])=[O:35].CCOC(C)=O. The catalyst is C(Cl)Cl.CCCCCCC. The product is [CH2:1]([O:8][C:9]([NH:10][C:11]1[CH:16]=[CH:15][C:14]([C:17]2[CH2:22][CH2:21][CH:20]([O:23][S:34]([CH3:33])(=[O:36])=[O:35])[CH2:19][CH:18]=2)=[CH:13][C:12]=1[F:24])=[O:25])[C:2]1[CH:3]=[CH:4][CH:5]=[CH:6][CH:7]=1. The yield is 0.880.